Dataset: Full USPTO retrosynthesis dataset with 1.9M reactions from patents (1976-2016). Task: Predict the reactants needed to synthesize the given product. (1) The reactants are: [F:1][C:2]1[CH:3]=[C:4]([S:8]([CH:11]2[CH2:16][CH2:15][N:14](C(OC(C)(C)C)=O)[CH2:13][CH2:12]2)(=[O:10])=[O:9])[CH:5]=[CH:6][CH:7]=1.[ClH:24]. Given the product [F:1][C:2]1[CH:3]=[C:4]([S:8]([CH:11]2[CH2:16][CH2:15][NH:14][CH2:13][CH2:12]2)(=[O:10])=[O:9])[CH:5]=[CH:6][CH:7]=1.[ClH:24], predict the reactants needed to synthesize it. (2) Given the product [O:14]1[CH2:15][CH:16]=[C:17]([C:20]2[N:25]=[C:24]([F:26])[C:23]3[O:27][C:28]4[C:33]([C@@:34]5([CH2:39][CH2:38][S:37][C:36]([NH2:40])=[N:35]5)[C:22]=3[CH:21]=2)=[CH:32][C:31]([NH:41][C:2]2[N:3]=[CH:4][CH:5]=[C:6]3[C:11]=2[N:10]=[CH:9][C:8]([O:12][CH3:13])=[CH:7]3)=[CH:30][CH:29]=4)[CH2:18][CH2:19]1, predict the reactants needed to synthesize it. The reactants are: Cl[C:2]1[N:3]=[CH:4][CH:5]=[C:6]2[C:11]=1[N:10]=[CH:9][C:8]([O:12][CH3:13])=[CH:7]2.[O:14]1[CH2:19][CH:18]=[C:17]([C:20]2[N:25]=[C:24]([F:26])[C:23]3[O:27][C:28]4[C:33]([C@@:34]5([CH2:39][CH2:38][S:37][C:36]([NH2:40])=[N:35]5)[C:22]=3[CH:21]=2)=[CH:32][C:31]([NH2:41])=[CH:30][CH:29]=4)[CH2:16][CH2:15]1.S(=O)(=O)(O)O. (3) Given the product [N+:21]([C:14]1[CH:15]=[N:16][C:17]2[C:12]([C:13]=1[NH:24][CH2:25][CH2:26][NH:27][C:28](=[O:34])[O:29][C:30]([CH3:32])([CH3:31])[CH3:33])=[N:11][CH:20]=[CH:19][CH:18]=2)([O-:23])=[O:22], predict the reactants needed to synthesize it. The reactants are: C(N(C(C)C)CC)(C)C.Cl[N:11]1[CH2:20][CH:19]=[CH:18][C:17]2[N:16]=[CH:15][C:14]([N+:21]([O-:23])=[O:22])=[CH:13][C:12]1=2.[NH2:24][CH2:25][CH2:26][NH:27][C:28](=[O:34])[O:29][C:30]([CH3:33])([CH3:32])[CH3:31]. (4) Given the product [CH:12]1([CH2:11][O:10][C:9]2[CH:8]=[CH:7][C:4]([CH:5]=[O:6])=[CH:3][C:2]=2[C:20]2[CH:21]=[CH:22][C:17]([O:16][CH3:15])=[CH:18][CH:19]=2)[CH2:14][CH2:13]1, predict the reactants needed to synthesize it. The reactants are: Br[C:2]1[CH:3]=[C:4]([CH:7]=[CH:8][C:9]=1[O:10][CH2:11][CH:12]1[CH2:14][CH2:13]1)[CH:5]=[O:6].[CH3:15][O:16][C:17]1[CH:22]=[CH:21][C:20](B(O)O)=[CH:19][CH:18]=1.C(=O)([O-])[O-].[K+].[K+].